This data is from Catalyst prediction with 721,799 reactions and 888 catalyst types from USPTO. The task is: Predict which catalyst facilitates the given reaction. (1) Reactant: [C:1]([O:5][C:6](=[O:16])[CH:7]([CH2:11][S:12]([Cl:15])(=[O:14])=[O:13])[CH:8]([CH3:10])[CH3:9])([CH3:4])([CH3:3])[CH3:2].[C:17](OC(=O)C(C1C=CC=CC=1)CSC(=O)C)(C)([CH3:19])[CH3:18]. Product: [C:1]([O:5][C:6](=[O:16])[CH:7]([C:8]1[CH:9]=[CH:19][CH:17]=[CH:18][CH:10]=1)[CH2:11][S:12]([Cl:15])(=[O:13])=[O:14])([CH3:3])([CH3:4])[CH3:2]. The catalyst class is: 27. (2) Reactant: C([C@@H]([C@H](C(O)=O)O)O)(O)=O.[CH:11]1([C@@H:17]2[C:26]3[C:21](=[CH:22][CH:23]=[CH:24][CH:25]=3)[CH2:20][CH2:19][NH:18]2)[CH2:16][CH2:15][CH2:14][CH2:13][CH2:12]1.C(=O)(O)[O-].[Na+].[Cl:32][CH2:33][C:34](Cl)=[O:35]. Product: [Cl:32][CH2:33][C:34]([N:18]1[CH2:19][CH2:20][C:21]2[C:26](=[CH:25][CH:24]=[CH:23][CH:22]=2)[C@H:17]1[CH:11]1[CH2:12][CH2:13][CH2:14][CH2:15][CH2:16]1)=[O:35]. The catalyst class is: 25. (3) Reactant: Br[C:2]1[CH:11]=[C:10]2[C:5]([N:6]=[CH:7][CH:8]=[N:9]2)=[C:4]([O:12][Si](C(C)(C)C)(C)C)[CH:3]=1.[NH:20]1[CH2:25][CH2:24][O:23][CH2:22][CH2:21]1.C(=O)([O-])[O-].[Cs+].[Cs+]. Product: [O:23]1[CH2:24][CH2:25][N:20]([C:2]2[CH:3]=[C:4]([OH:12])[C:5]3[N:6]=[CH:7][CH:8]=[N:9][C:10]=3[CH:11]=2)[CH2:21][CH2:22]1. The catalyst class is: 101. (4) Reactant: [F:1][C:2]1[CH:20]=[CH:19][C:5]([CH2:6][NH:7][C:8]([C:10]2[CH:15]=[C:14]([CH2:16][OH:17])[N:13]=[C:12]([CH3:18])[N:11]=2)=[O:9])=[CH:4][C:3]=1[O:21][CH3:22].CC(OI1(OC(C)=O)(OC(C)=O)OC(=O)C2C=CC=CC1=2)=O. Product: [F:1][C:2]1[CH:20]=[CH:19][C:5]([CH2:6][NH:7][C:8]([C:10]2[CH:15]=[C:14]([CH:16]=[O:17])[N:13]=[C:12]([CH3:18])[N:11]=2)=[O:9])=[CH:4][C:3]=1[O:21][CH3:22]. The catalyst class is: 2. (5) Reactant: [CH2:1]([O:8][C:9]1[CH:18]=[CH:17][CH:16]=[C:15]2[C:10]=1[C:11](=[O:34])[C:12]([OH:33])=[C:13]([C:19]1[CH:24]=[CH:23][C:22]([O:25][CH2:26][C:27]3[CH:32]=[CH:31][CH:30]=[CH:29][CH:28]=3)=[CH:21][CH:20]=1)[O:14]2)[C:2]1[CH:7]=[CH:6][CH:5]=[CH:4][CH:3]=1.C([O-])([O-])=O.[K+].[K+].[CH2:41](Br)[C:42]1[CH:47]=[CH:46][CH:45]=[CH:44][CH:43]=1. Product: [CH2:41]([O:33][C:12]1[C:11](=[O:34])[C:10]2[C:15](=[CH:16][CH:17]=[CH:18][C:9]=2[O:8][CH2:1][C:2]2[CH:7]=[CH:6][CH:5]=[CH:4][CH:3]=2)[O:14][C:13]=1[C:19]1[CH:24]=[CH:23][C:22]([O:25][CH2:26][C:27]2[CH:32]=[CH:31][CH:30]=[CH:29][CH:28]=2)=[CH:21][CH:20]=1)[C:42]1[CH:47]=[CH:46][CH:45]=[CH:44][CH:43]=1. The catalyst class is: 3. (6) The catalyst class is: 6. Reactant: C1COCC1.[Br:6][C:7]1[C:15]2[S:14][C:13]([C:16](O)=[O:17])=[C:12]([CH3:19])[C:11]=2[CH:10]=[CH:9][CH:8]=1. Product: [Br:6][C:7]1[C:15]2[S:14][C:13]([CH2:16][OH:17])=[C:12]([CH3:19])[C:11]=2[CH:10]=[CH:9][CH:8]=1. (7) Product: [C:1]([C:3]1[CH:4]=[C:5]([CH:9]2[CH2:10][CH2:11][N:12]([C:15]([O:17][C:18]([CH3:21])([CH3:20])[CH3:19])=[O:16])[CH2:13][CH2:14]2)[CH:6]=[CH:7][CH:8]=1)#[N:2]. The catalyst class is: 105. Reactant: [C:1]([C:3]1[CH:4]=[C:5]([C:9]2[CH2:10][CH2:11][N:12]([C:15]([O:17][C:18]([CH3:21])([CH3:20])[CH3:19])=[O:16])[CH2:13][CH:14]=2)[CH:6]=[CH:7][CH:8]=1)#[N:2].[H][H].